Predict the reactants needed to synthesize the given product. From a dataset of Full USPTO retrosynthesis dataset with 1.9M reactions from patents (1976-2016). (1) The reactants are: [C:1]([O:5][C:6]([N:8]1[CH2:13][CH2:12][CH2:11][C@@H:10]([NH:14]C(OCC2C=CC=CC=2)=O)[CH2:9]1)=[O:7])([CH3:4])([CH3:3])[CH3:2]. Given the product [C:1]([O:5][C:6]([N:8]1[CH2:13][CH2:12][CH2:11][C@@H:10]([NH2:14])[CH2:9]1)=[O:7])([CH3:4])([CH3:2])[CH3:3], predict the reactants needed to synthesize it. (2) The reactants are: [Br:1][C:2]1[CH:17]=[CH:16][C:5]([O:6][C:7]2[NH:11][C:10]3[CH:12]=[CH:13][CH:14]=[CH:15][C:9]=3[N:8]=2)=[CH:4][CH:3]=1.[H-].[Na+].Cl[CH2:21][C:22](=[O:24])[CH3:23]. Given the product [Br:1][C:2]1[CH:17]=[CH:16][C:5]([O:6][C:7]2[N:8]([CH2:21][C:22](=[O:24])[CH3:23])[C:9]3[CH:15]=[CH:14][CH:13]=[CH:12][C:10]=3[N:11]=2)=[CH:4][CH:3]=1, predict the reactants needed to synthesize it.